Task: Regression. Given a peptide amino acid sequence and an MHC pseudo amino acid sequence, predict their binding affinity value. This is MHC class I binding data.. Dataset: Peptide-MHC class I binding affinity with 185,985 pairs from IEDB/IMGT The peptide sequence is LAIDRDDLY. The MHC is HLA-A29:02 with pseudo-sequence HLA-A29:02. The binding affinity (normalized) is 0.834.